The task is: Predict which catalyst facilitates the given reaction.. This data is from Catalyst prediction with 721,799 reactions and 888 catalyst types from USPTO. Product: [ClH:24].[CH3:8][N:6]([CH3:7])[CH2:5][C@H:4]([CH3:9])[C@H:3]([C:10]1[CH:11]=[C:12]([OH:16])[CH:13]=[CH:14][CH:15]=1)[CH2:1][CH3:2]. Reactant: [CH2:1]([C@@H:3]([C:10]1[CH:15]=[CH:14][CH:13]=[C:12]([O:16]CC2C=CC=CC=2)[CH:11]=1)[C@@H:4]([CH3:9])[CH2:5][N:6]([CH3:8])[CH3:7])[CH3:2].[ClH:24]. The catalyst class is: 19.